Predict the product of the given reaction. From a dataset of Forward reaction prediction with 1.9M reactions from USPTO patents (1976-2016). (1) Given the reactants Cl[C:2]1[N:7]=[CH:6][C:5]([S:8]([N:11]2[CH2:16][CH2:15][N:14]([C:17]3[CH:22]=[CH:21][C:20]([C:23]([OH:32])([C:28]([F:31])([F:30])[F:29])[C:24]([F:27])([F:26])[F:25])=[CH:19][CH:18]=3)[C@@H:13]([CH2:33][S:34]([C:37]3[CH:42]=[CH:41][CH:40]=[CH:39][CH:38]=3)(=[O:36])=[O:35])[CH2:12]2)(=[O:10])=[O:9])=[CH:4][CH:3]=1.[OH-].[NH4+:44], predict the reaction product. The product is: [NH2:44][C:2]1[N:7]=[CH:6][C:5]([S:8]([N:11]2[CH2:16][CH2:15][N:14]([C:17]3[CH:22]=[CH:21][C:20]([C:23]([OH:32])([C:28]([F:31])([F:30])[F:29])[C:24]([F:27])([F:26])[F:25])=[CH:19][CH:18]=3)[C@@H:13]([CH2:33][S:34]([C:37]3[CH:42]=[CH:41][CH:40]=[CH:39][CH:38]=3)(=[O:36])=[O:35])[CH2:12]2)(=[O:10])=[O:9])=[CH:4][CH:3]=1. (2) The product is: [F:45][C:40]1[CH:41]=[CH:42][CH:43]=[CH:44][C:39]=1[CH:38]=[C:35]1[C:36](=[O:37])[C:31](=[CH:30][C:29]2[CH:46]=[CH:47][CH:48]=[CH:49][C:28]=2[F:27])[CH2:32][N:33]([C:14]([CH:13]([CH:1]=[CH:2][CH2:3][CH2:4][CH2:5][CH2:6][CH2:7][CH2:8][CH2:9][CH2:10][CH2:11][CH3:12])[CH2:18][C:17]([OH:16])=[O:19])=[O:15])[CH2:34]1. Given the reactants [CH:1]([CH:13]1[CH2:18][C:17](=[O:19])[O:16][C:14]1=[O:15])=[CH:2][CH2:3][CH2:4][CH2:5][CH2:6][CH2:7][CH2:8][CH2:9][CH2:10][CH2:11][CH3:12].C(N(CC)CC)C.[F:27][C:28]1[CH:49]=[CH:48][CH:47]=[CH:46][C:29]=1[CH:30]=[C:31]1[C:36](=[O:37])[C:35](=[CH:38][C:39]2[CH:44]=[CH:43][CH:42]=[CH:41][C:40]=2[F:45])[CH2:34][NH:33][CH2:32]1, predict the reaction product.